Dataset: Full USPTO retrosynthesis dataset with 1.9M reactions from patents (1976-2016). Task: Predict the reactants needed to synthesize the given product. (1) Given the product [C:12]([C:9]1[CH:10]=[C:11]2[C:6](=[CH:7][C:8]=1[O:14][CH2:15][CH2:16][CH2:17][N:18]1[CH2:23][CH2:22][S:21](=[O:25])(=[O:24])[CH2:20][CH2:19]1)[N:5]=[CH:4][CH:3]=[C:2]2[O:26][C:27]1[CH:28]=[C:29]2[C:33](=[CH:34][CH:35]=1)[NH:32][C:31]([CH3:36])=[CH:30]2)#[N:13], predict the reactants needed to synthesize it. The reactants are: Cl[C:2]1[C:11]2[C:6](=[CH:7][C:8]([O:14][CH2:15][CH2:16][CH2:17][N:18]3[CH2:23][CH2:22][S:21](=[O:25])(=[O:24])[CH2:20][CH2:19]3)=[C:9]([C:12]#[N:13])[CH:10]=2)[N:5]=[CH:4][CH:3]=1.[OH:26][C:27]1[CH:28]=[C:29]2[C:33](=[CH:34][CH:35]=1)[NH:32][C:31]([CH3:36])=[CH:30]2.C(=O)([O-])[O-].[Cs+].[Cs+].O. (2) Given the product [CH3:41][C:24]1[CH:25]=[C:26]2[C:31](=[C:22]([CH2:21][O:20][C:14]3[CH:15]=[CH:16][CH:17]=[CH:18][CH:19]=3)[CH:23]=1)[O:30][CH:29]([C:32]([F:35])([F:33])[F:34])[C:28]([C:36]([O:38][CH2:39][CH3:40])=[O:37])=[CH:27]2, predict the reactants needed to synthesize it. The reactants are: [C:14]1(P([C:14]2[CH:19]=[CH:18][CH:17]=[CH:16][CH:15]=2)[C:14]2[CH:19]=[CH:18][CH:17]=[CH:16][CH:15]=2)[CH:19]=[CH:18][CH:17]=[CH:16][CH:15]=1.[OH:20][CH2:21][C:22]1[CH:23]=[C:24]([CH3:41])[CH:25]=[C:26]2[C:31]=1[O:30][CH:29]([C:32]([F:35])([F:34])[F:33])[C:28]([C:36]([O:38][CH2:39][CH3:40])=[O:37])=[CH:27]2.C1(O)C=CC=CC=1.CCOC(/N=N/C(OCC)=O)=O. (3) The reactants are: [NH:1]1[C:11]2[C:6](=[CH:7][CH:8]=[CH:9][CH:10]=2)[C:4](=O)[C:2]1=[O:3].[NH2:12][C:13]1[CH:21]=[C:20]2[C:16]([CH:17]=[N:18][NH:19]2)=[CH:15][CH:14]=1. Given the product [NH:19]1[C:20]2[C:16](=[CH:15][CH:14]=[C:13]([N:12]=[C:4]3[C:6]4[C:11](=[CH:10][CH:9]=[CH:8][CH:7]=4)[NH:1][C:2]3=[O:3])[CH:21]=2)[CH:17]=[N:18]1, predict the reactants needed to synthesize it.